From a dataset of Reaction yield outcomes from USPTO patents with 853,638 reactions. Predict the reaction yield, written as a fraction of the theoretical maximum amount of product (1.0 means a 100% yield; for example, 0.34 means a 34% yield). (1) The reactants are CS(O[CH2:6][CH2:7][NH:8][C:9]1[C:13]([C:14]2[N:18]([C:19]3[CH:24]=[CH:23][CH:22]=[C:21]([C:25]([F:28])([F:27])[F:26])[CH:20]=3)[C:17](=[O:29])[O:16][N:15]=2)=[N:12][O:11][N:10]=1)(=O)=O.[N-:30]=[N+:31]=[N-:32].[Na+].O. The catalyst is CN(C)C=O. The product is [N:30]([CH2:6][CH2:7][NH:8][C:9]1[C:13]([C:14]2[N:18]([C:19]3[CH:24]=[CH:23][CH:22]=[C:21]([C:25]([F:28])([F:27])[F:26])[CH:20]=3)[C:17](=[O:29])[O:16][N:15]=2)=[N:12][O:11][N:10]=1)=[N+:31]=[N-:32]. The yield is 0.960. (2) The reactants are [CH2:1]([O:3][C:4](=[O:18])[C:5](=O)[CH:6]([CH3:16])[C:7]([C:9]1[CH:14]=[CH:13][CH:12]=[C:11]([Br:15])[CH:10]=1)=O)[CH3:2].BrC1C=C(C(=O)CC)C=CC=1.C(OCC)(=O)C(OCC)=O.O.[NH2:41][NH2:42]. The catalyst is CCO. The product is [CH2:1]([O:3][C:4]([C:5]1[C:6]([CH3:16])=[C:7]([C:9]2[CH:14]=[CH:13][CH:12]=[C:11]([Br:15])[CH:10]=2)[NH:42][N:41]=1)=[O:18])[CH3:2]. The yield is 0.460.